This data is from Experimentally validated miRNA-target interactions with 360,000+ pairs, plus equal number of negative samples. The task is: Binary Classification. Given a miRNA mature sequence and a target amino acid sequence, predict their likelihood of interaction. The miRNA is cel-miR-255-3p with sequence AAACUGAAGAGAUUUUUUACAG. The protein sequence of the target gene is MEGASFGAGRAGAAFDPVSFARRPQTLLRVVSWVFSIAVFGPIVNEGYVNSDSGPELRCVFNGNAGACRFGVVLGLGAFIACVAFLLLDVRFQQISSVRDRRRAVLLDLGFSGVWSFLWFVGFCFLTNQWQRTTPGPGTAQAGDAARAAIAFSFFSILSWVALTVKALQRFRLGTDMSLFATDQLGTGAAQAYPGYPVGSGVEGTETYQSPPFTETLDTSSKGYQVPAY. Result: 0 (no interaction).